This data is from Peptide-MHC class I binding affinity with 185,985 pairs from IEDB/IMGT. The task is: Regression. Given a peptide amino acid sequence and an MHC pseudo amino acid sequence, predict their binding affinity value. This is MHC class I binding data. (1) The MHC is Mamu-B03 with pseudo-sequence Mamu-B03. The binding affinity (normalized) is 0.375. The peptide sequence is WKRDNRRGL. (2) The peptide sequence is GLLPSLLLLL. The MHC is HLA-A02:01 with pseudo-sequence HLA-A02:01. The binding affinity (normalized) is 0.897. (3) The peptide sequence is NPALRMKWM. The MHC is HLA-A11:01 with pseudo-sequence HLA-A11:01. The binding affinity (normalized) is 0.0847. (4) The peptide sequence is MTRVLPFTY. The MHC is SLA-10401 with pseudo-sequence SLA-10401. The binding affinity (normalized) is 0.0847. (5) The peptide sequence is YTAVVPLVM. The MHC is Mamu-A02 with pseudo-sequence Mamu-A02. The binding affinity (normalized) is 1.00. (6) The peptide sequence is YPSGQGSF. The MHC is Mamu-B17 with pseudo-sequence Mamu-B17. The binding affinity (normalized) is 0.